This data is from Full USPTO retrosynthesis dataset with 1.9M reactions from patents (1976-2016). The task is: Predict the reactants needed to synthesize the given product. (1) Given the product [CH3:29][O:28][N:27]([CH3:26])[C:11]([C:7]1[CH:6]=[C:5]2[C:10](=[CH:9][CH:8]=1)[N:1]=[CH:2][CH:3]=[CH:4]2)=[O:13], predict the reactants needed to synthesize it. The reactants are: [N:1]1[C:10]2[C:5](=[CH:6][C:7]([C:11]([OH:13])=O)=[CH:8][CH:9]=2)[CH:4]=[CH:3][CH:2]=1.C(C1NC=CN=1)(C1NC=CN=1)=O.[CH3:26][NH:27][O:28][CH3:29]. (2) Given the product [Cl:1][C:2]1[CH:3]=[C:4]([C:12]2[O:21][N:23]=[C:14]([C:15]([O:17][CH2:18][CH3:19])=[O:16])[CH:13]=2)[CH:5]=[CH:6][C:7]=1[O:8][CH:9]([CH3:11])[CH3:10], predict the reactants needed to synthesize it. The reactants are: [Cl:1][C:2]1[CH:3]=[C:4]([C:12](=[O:21])[CH2:13][C:14](=O)[C:15]([O:17][CH2:18][CH3:19])=[O:16])[CH:5]=[CH:6][C:7]=1[O:8][CH:9]([CH3:11])[CH3:10].Cl.[NH2:23]O.